Dataset: Forward reaction prediction with 1.9M reactions from USPTO patents (1976-2016). Task: Predict the product of the given reaction. (1) Given the reactants [F:1][C:2]([F:16])([F:15])[C:3]1[CH:14]=[CH:13][C:6]2[CH:7]=[C:8]([C:10](O)=[O:11])[S:9][C:5]=2[CH:4]=1.CN([C:20]([O:24][N:25]1N=NC2C=CC=N[C:26]1=2)=[N+](C)C)C.F[P-](F)(F)(F)(F)F.Cl.CNOC.CCN(C(C)C)C(C)C, predict the reaction product. The product is: [CH3:20][O:24][N:25]([CH3:26])[C:10]([C:8]1[S:9][C:5]2[CH:4]=[C:3]([C:2]([F:16])([F:15])[F:1])[CH:14]=[CH:13][C:6]=2[CH:7]=1)=[O:11]. (2) The product is: [Cl:1][C:2]1[N:7]=[C:6]([N:17]([CH:12]2[CH2:13][CH2:14][CH2:15][CH2:16]2)[CH2:18][C:19]([F:26])([CH3:25])[C:20]([O:22][CH2:23][CH3:24])=[O:21])[C:5]([N+:9]([O-:11])=[O:10])=[CH:4][N:3]=1. Given the reactants [Cl:1][C:2]1[N:7]=[C:6](Cl)[C:5]([N+:9]([O-:11])=[O:10])=[CH:4][N:3]=1.[CH:12]1([NH:17][CH2:18][C:19]([F:26])([CH3:25])[C:20]([O:22][CH2:23][CH3:24])=[O:21])[CH2:16][CH2:15][CH2:14][CH2:13]1.C(=O)([O-])[O-].[K+].[K+], predict the reaction product. (3) Given the reactants Cl[CH2:2][CH2:3][CH2:4][CH2:5][O:6][C:7]([NH:9][C:10]1[CH:19]=[CH:18][C:13]([C:14]([O:16][CH3:17])=[O:15])=[CH:12][C:11]=1[CH3:20])=[O:8].[K].CC(C)([O-])C.O, predict the reaction product. The product is: [CH3:20][C:11]1[CH:12]=[C:13]([CH:18]=[CH:19][C:10]=1[N:9]1[CH2:2][CH2:3][CH2:4][CH2:5][O:6][C:7]1=[O:8])[C:14]([O:16][CH3:17])=[O:15]. (4) Given the reactants [NH2:1][C:2]1[C:3]([F:27])=[C:4]([CH:24]=[CH:25][CH:26]=1)[CH2:5][C:6]1[C:7](=[O:23])[O:8][C:9]2[CH:16]=[C:15]([O:17][C:18]3[S:19][CH:20]=[CH:21][N:22]=3)[CH:14]=[CH:13][C:10]=2[C:11]=1[CH3:12].[CH:28](=O)[C:29]1[CH:34]=[CH:33][CH:32]=[CH:31][CH:30]=1, predict the reaction product. The product is: [F:27][C:3]1[C:2](/[N:1]=[CH:28]\[C:29]2[CH:34]=[CH:33][CH:32]=[CH:31][CH:30]=2)=[CH:26][CH:25]=[CH:24][C:4]=1[CH2:5][C:6]1[C:7](=[O:23])[O:8][C:9]2[CH:16]=[C:15]([O:17][C:18]3[S:19][CH:20]=[CH:21][N:22]=3)[CH:14]=[CH:13][C:10]=2[C:11]=1[CH3:12]. (5) Given the reactants [CH2:1]([OH:5])[CH2:2][CH2:3][CH3:4].[H-].[Na+].Cl[C:9]1[CH:14]=[CH:13][C:12]([N+:15]([O-:17])=[O:16])=[CH:11][N:10]=1, predict the reaction product. The product is: [CH2:1]([O:5][C:9]1[CH:14]=[CH:13][C:12]([N+:15]([O-:17])=[O:16])=[CH:11][N:10]=1)[CH2:2][CH2:3][CH3:4]. (6) Given the reactants [CH3:1][O:2][C:3]1[CH:4]=[C:5]([CH:24]=[CH:25][CH:26]=1)[CH2:6][C:7]1[O:11][C:10]([NH:12][C:13]2[CH:14]=[C:15]3[C:19](=[CH:20][CH:21]=2)[NH:18][N:17]=[C:16]3[CH:22]=[CH2:23])=[N:9][N:8]=1, predict the reaction product. The product is: [CH2:22]([C:16]1[C:15]2[C:19](=[CH:20][CH:21]=[C:13]([NH:12][C:10]3[O:11][C:7]([CH2:6][C:5]4[CH:24]=[CH:25][CH:26]=[C:3]([O:2][CH3:1])[CH:4]=4)=[N:8][N:9]=3)[CH:14]=2)[NH:18][N:17]=1)[CH3:23]. (7) Given the reactants [CH3:1][S:2][C:3]1[S:4][C:5]2[CH:11]=[C:10]([CH2:12]O)[CH:9]=[CH:8][C:6]=2[N:7]=1.CCN(C(C)C)C(C)C.CS([Cl:27])(=O)=O, predict the reaction product. The product is: [Cl:27][CH2:12][C:10]1[CH:9]=[CH:8][C:6]2[N:7]=[C:3]([S:2][CH3:1])[S:4][C:5]=2[CH:11]=1.